The task is: Predict the reactants needed to synthesize the given product.. This data is from Full USPTO retrosynthesis dataset with 1.9M reactions from patents (1976-2016). (1) Given the product [C:1]([O:5][C:6]([N:8]1[CH2:13][CH2:12][N:11]([CH2:41][CH2:40][CH:39]([CH3:43])[CH3:38])[CH2:10][C@@H:9]1[C@@H:14]([OH:37])[C@H:15]([N:23]=[C:24]([C:25]1[CH:26]=[CH:27][CH:28]=[CH:29][CH:30]=1)[C:31]1[CH:32]=[CH:33][CH:34]=[CH:35][CH:36]=1)[CH2:16][C:17]1[CH:22]=[CH:21][CH:20]=[CH:19][CH:18]=1)=[O:7])([CH3:4])([CH3:2])[CH3:3], predict the reactants needed to synthesize it. The reactants are: [C:1]([O:5][C:6]([N:8]1[CH2:13][CH2:12][NH:11][CH2:10][C@@H:9]1[C@@H:14]([OH:37])[C@H:15]([N:23]=[C:24]([C:31]1[CH:36]=[CH:35][CH:34]=[CH:33][CH:32]=1)[C:25]1[CH:30]=[CH:29][CH:28]=[CH:27][CH:26]=1)[CH2:16][C:17]1[CH:22]=[CH:21][CH:20]=[CH:19][CH:18]=1)=[O:7])([CH3:4])([CH3:3])[CH3:2].[CH3:38][CH:39]([CH3:43])[CH2:40][CH:41]=O.C(O[BH-](OC(=O)C)OC(=O)C)(=O)C.[Na+].C(=O)(O)[O-].[Na+]. (2) Given the product [NH2:18][C:9]1[C:8]2[N:7]=[C:6]([CH2:19][CH2:20][CH2:21][CH3:22])[N:5]([CH2:4][CH2:3][CH2:2][NH:1][C:27]([NH:26][CH2:23][CH2:24][CH3:25])=[S:28])[C:17]=2[C:16]2[CH:15]=[CH:14][CH:13]=[CH:12][C:11]=2[N:10]=1, predict the reactants needed to synthesize it. The reactants are: [NH2:1][CH2:2][CH2:3][CH2:4][N:5]1[C:17]2[C:16]3[CH:15]=[CH:14][CH:13]=[CH:12][C:11]=3[N:10]=[C:9]([NH2:18])[C:8]=2[N:7]=[C:6]1[CH2:19][CH2:20][CH2:21][CH3:22].[CH2:23]([N:26]=[C:27]=[S:28])[CH2:24][CH3:25].